Dataset: Full USPTO retrosynthesis dataset with 1.9M reactions from patents (1976-2016). Task: Predict the reactants needed to synthesize the given product. (1) The reactants are: [N:1]([C@H:4]1[CH2:8][N:7]([CH2:9][C:10]2[CH:15]=[CH:14][CH:13]=[CH:12][CH:11]=2)[CH2:6][C@@H:5]1[NH:16][C:17](=[O:25])[CH2:18][CH2:19][C:20]([F:24])([F:23])[CH2:21]Br)=[N+:2]=[N-:3].[H-].[Na+]. Given the product [N:1]([C@H:4]1[CH2:8][N:7]([CH2:9][C:10]2[CH:15]=[CH:14][CH:13]=[CH:12][CH:11]=2)[CH2:6][C@@H:5]1[N:16]1[CH2:21][C:20]([F:24])([F:23])[CH2:19][CH2:18][C:17]1=[O:25])=[N+:2]=[N-:3], predict the reactants needed to synthesize it. (2) The reactants are: C(N(CC)[C:4](=[O:8])[CH:5]([F:7])[F:6])C.Cl.[C:12]([O:15][CH2:16][CH3:17])(=[O:14])[CH3:13]. Given the product [CH2:16]([O:15][C:12](=[O:14])[CH2:13][C:4](=[O:8])[CH:5]([F:6])[F:7])[CH3:17], predict the reactants needed to synthesize it.